Dataset: Catalyst prediction with 721,799 reactions and 888 catalyst types from USPTO. Task: Predict which catalyst facilitates the given reaction. (1) Product: [CH2:12]([O:19][C:20](=[O:21])[NH:22][CH2:23][C@H:24]([NH:30][C:31](=[O:36])[CH2:32][C:33](=[O:34])[NH:10][C:8]1[S:9][C:5]([C:1]([CH3:4])([CH3:3])[CH3:2])=[N:6][N:7]=1)[C@@H:25]([OH:29])[C:26]#[C:27][CH3:28])[C:13]1[CH:18]=[CH:17][CH:16]=[CH:15][CH:14]=1. Reactant: [C:1]([C:5]1[S:9][C:8]([NH2:10])=[N:7][N:6]=1)([CH3:4])([CH3:3])[CH3:2].[Li].[CH2:12]([O:19][C:20]([NH:22][CH2:23][C@H:24]([NH:30][C:31](=[O:36])[CH2:32][C:33](O)=[O:34])[C@@H:25]([OH:29])[C:26]#[C:27][CH3:28])=[O:21])[C:13]1[CH:18]=[CH:17][CH:16]=[CH:15][CH:14]=1.C(N(CC)C(C)C)(C)C.CN(C(ON1N=NC2C=CC=NC1=2)=[N+](C)C)C.F[P-](F)(F)(F)(F)F. The catalyst class is: 59. (2) Reactant: C1S[C:4]([C:6]23[C:14](=O)[CH:10]([CH2:11][CH2:12][CH2:13]2)[CH2:9][N:8]([CH3:16])[CH:7]3CC)([O-:5])SC1.[CH2:20]([OH:22])[CH3:21]. Product: [CH2:20]([O:22][C:4]([C:6]12[CH2:14][CH:10]([CH2:11][CH2:12][CH2:13]1)[CH2:9][N:8]([CH3:16])[CH2:7]2)=[O:5])[CH3:21]. The catalyst class is: 181. (3) Reactant: [NH2:1][C:2]1[N:7]=[CH:6][N:5]=[C:4]2[N:8]([CH:24]3[CH2:27][C:26](=[O:28])[CH2:25]3)[N:9]=[C:10]([C:11]3[CH:16]=[CH:15][C:14]([O:17][C:18]4[CH:23]=[CH:22][CH:21]=[CH:20][CH:19]=4)=[CH:13][CH:12]=3)[C:3]=12.[BH4-].[Na+]. Product: [NH2:1][C:2]1[N:7]=[CH:6][N:5]=[C:4]2[N:8]([C@@H:24]3[CH2:25][C@H:26]([OH:28])[CH2:27]3)[N:9]=[C:10]([C:11]3[CH:12]=[CH:13][C:14]([O:17][C:18]4[CH:23]=[CH:22][CH:21]=[CH:20][CH:19]=4)=[CH:15][CH:16]=3)[C:3]=12. The catalyst class is: 214. (4) Product: [CH3:15][S:16]([O:7][CH2:1][CH2:2][CH2:3][C@@H:4]([O:6][S:16]([CH3:15])(=[O:18])=[O:17])[CH3:5])(=[O:18])=[O:17]. The catalyst class is: 13. Reactant: [CH2:1]([OH:7])[CH2:2][CH2:3][C@@H:4]([OH:6])[CH3:5].C(N(CC)CC)C.[CH3:15][S:16](Cl)(=[O:18])=[O:17]. (5) Reactant: [OH-].[Na+].[F:3][C:4]1[CH:5]=[C:6]([N:11]2[CH2:15][CH2:14][CH2:13][CH:12]2[C:16]2[CH:17]=[C:18]([C:33]([O:35]C)=[O:34])[CH:19]=[C:20]3[C:25]=2[O:24][C:23]([N:26]2[CH2:31][CH2:30][O:29][CH2:28][CH2:27]2)=[CH:22][C:21]3=[O:32])[CH:7]=[C:8]([F:10])[CH:9]=1.Cl. Product: [F:3][C:4]1[CH:5]=[C:6]([N:11]2[CH2:15][CH2:14][CH2:13][CH:12]2[C:16]2[CH:17]=[C:18]([C:33]([OH:35])=[O:34])[CH:19]=[C:20]3[C:25]=2[O:24][C:23]([N:26]2[CH2:27][CH2:28][O:29][CH2:30][CH2:31]2)=[CH:22][C:21]3=[O:32])[CH:7]=[C:8]([F:10])[CH:9]=1. The catalyst class is: 5.